From a dataset of Peptide-MHC class II binding affinity with 134,281 pairs from IEDB. Regression. Given a peptide amino acid sequence and an MHC pseudo amino acid sequence, predict their binding affinity value. This is MHC class II binding data. (1) The peptide sequence is YDKFLANYSTVLTGK. The MHC is DRB1_0701 with pseudo-sequence DRB1_0701. The binding affinity (normalized) is 0.717. (2) The peptide sequence is LTAAINKGILVTVNP. The MHC is DRB3_0301 with pseudo-sequence DRB3_0301. The binding affinity (normalized) is 0.936. (3) The peptide sequence is YDKFLAQVSTVLTGK. The MHC is DRB1_1101 with pseudo-sequence DRB1_1101. The binding affinity (normalized) is 0.611. (4) The peptide sequence is AYVATVSEALRIIAG. The MHC is HLA-DPA10301-DPB10402 with pseudo-sequence HLA-DPA10301-DPB10402. The binding affinity (normalized) is 0.522.